This data is from Full USPTO retrosynthesis dataset with 1.9M reactions from patents (1976-2016). The task is: Predict the reactants needed to synthesize the given product. (1) Given the product [Br:1][C:2]1[CH:7]=[C:6]([Cl:8])[CH:5]=[CH:4][C:3]=1[S:9][CH:10]([CH3:16])[CH:11]=[O:12], predict the reactants needed to synthesize it. The reactants are: [Br:1][C:2]1[CH:7]=[C:6]([Cl:8])[CH:5]=[CH:4][C:3]=1[S:9][CH:10]([CH3:16])[C:11](OCC)=[O:12].CC(C[AlH]CC(C)C)C. (2) Given the product [CH3:16][O:15][CH2:14][C:10]1[C:11]([CH3:13])=[CH:12][NH:8][N:9]=1, predict the reactants needed to synthesize it. The reactants are: C([N:8]1[CH:12]=[C:11]([CH3:13])[C:10]([CH2:14][O:15][CH3:16])=[N:9]1)C1C=CC=CC=1. (3) Given the product [F:19][C:16]1[CH:15]=[C:10]([CH:9]=[C:8]([N:6]2[CH:7]=[CH:2][N:3]=[C:4]([NH:21][C:22]3([C:25]4[CH:30]=[CH:29][CH:28]=[CH:27][C:26]=4[OH:31])[CH2:24][CH2:23]3)[C:5]2=[O:20])[C:17]=1[CH3:18])[C:11]([O:13][CH3:14])=[O:12], predict the reactants needed to synthesize it. The reactants are: Br[C:2]1[N:3]=[C:4]([NH:21][C:22]2([C:25]3[CH:30]=[CH:29][CH:28]=[CH:27][C:26]=3[O:31]CC3C=CC=CC=3)[CH2:24][CH2:23]2)[C:5](=[O:20])[N:6]([C:8]2[CH:9]=[C:10]([CH:15]=[C:16]([F:19])[C:17]=2[CH3:18])[C:11]([O:13][CH3:14])=[O:12])[CH:7]=1.C([O-])=O.[NH4+]. (4) The reactants are: [F:1][C:2]1[C:3]([C:22](=[O:30])[NH:23][C:24]2[CH:29]=[CH:28][CH:27]=[CH:26][CH:25]=2)=[C:4]([NH:8][C:9](=O)[C@@H:10]([NH:13][C:14](=[O:20])[O:15][C:16]([CH3:19])([CH3:18])[CH3:17])[CH2:11][CH3:12])[CH:5]=[CH:6][CH:7]=1.C(N(CC)CC)C.C/C(/O[Si](C)(C)C)=N\[Si](C)(C)C. Given the product [F:1][C:2]1[CH:7]=[CH:6][CH:5]=[C:4]2[C:3]=1[C:22](=[O:30])[N:23]([C:24]1[CH:29]=[CH:28][CH:27]=[CH:26][CH:25]=1)[C:9]([C@@H:10]([NH:13][C:14](=[O:20])[O:15][C:16]([CH3:19])([CH3:18])[CH3:17])[CH2:11][CH3:12])=[N:8]2, predict the reactants needed to synthesize it. (5) Given the product [Br:18][C:19]1[CH:20]=[CH:21][C:22]([C:25]([NH:28][CH2:16][CH2:15][C:2]2([OH:1])[CH2:3][CH2:4][C:5]3([O:6][CH2:7][C:8]([CH3:12])([CH3:11])[CH2:9][O:10]3)[CH2:13][CH2:14]2)([CH3:26])[CH3:27])=[CH:23][CH:24]=1, predict the reactants needed to synthesize it. The reactants are: [OH:1][C:2]1([CH2:15][CH:16]=O)[CH2:14][CH2:13][C:5]2([O:10][CH2:9][C:8]([CH3:12])([CH3:11])[CH2:7][O:6]2)[CH2:4][CH2:3]1.[Br:18][C:19]1[CH:24]=[CH:23][C:22]([C:25]([NH2:28])([CH3:27])[CH3:26])=[CH:21][CH:20]=1. (6) The reactants are: [NH2:1][C:2]1[CH:3]=[C:4]([CH:10]=[CH:11][C:12]=1I)[C:5]([O:7][CH2:8][CH3:9])=[O:6].[CH3:14][CH:15]([CH3:18])[C:16]#[CH:17]. Given the product [NH2:1][C:2]1[CH:3]=[C:4]([CH:10]=[CH:11][C:12]=1[C:17]#[C:16][CH:15]([CH3:18])[CH3:14])[C:5]([O:7][CH2:8][CH3:9])=[O:6], predict the reactants needed to synthesize it.